This data is from CYP2D6 inhibition data for predicting drug metabolism from PubChem BioAssay. The task is: Regression/Classification. Given a drug SMILES string, predict its absorption, distribution, metabolism, or excretion properties. Task type varies by dataset: regression for continuous measurements (e.g., permeability, clearance, half-life) or binary classification for categorical outcomes (e.g., BBB penetration, CYP inhibition). Dataset: cyp2d6_veith. (1) The molecule is C[C@H]1CCC[C@@H](C)N1. The result is 0 (non-inhibitor). (2) The molecule is COC(=O)c1cn(NC(=O)C2CCC(C(C)(C)C)CC2)c(=O)c2ccccc12. The result is 0 (non-inhibitor). (3) The drug is Nc1nc2c(c(=O)[nH]1)CN(CCCN1CCOCC1)CN2. The result is 0 (non-inhibitor). (4) The compound is CCCCN(C)CCCNC(=O)CCn1nc(-c2ccccc2)ccc1=O. The result is 0 (non-inhibitor).